From a dataset of Catalyst prediction with 721,799 reactions and 888 catalyst types from USPTO. Predict which catalyst facilitates the given reaction. (1) Reactant: [CH3:1][CH2:2][CH2:3][CH2:4][CH2:5][CH2:6][CH2:7][CH2:8][N:9]1[S:14][CH:13]=[CH:12][C:10]1=O.[OH-:15].[Na+]. Product: [CH2:8]([N:9]1[CH2:10][CH:12]=[CH:13][S:14]1=[O:15])[CH2:7][CH2:6][CH2:5][CH2:4][CH2:3][CH2:2][CH3:1]. The catalyst class is: 5. (2) The catalyst class is: 71. Product: [S:9]1[CH:10]=[CH:11][CH:12]=[C:8]1[C:6]1[N:7]=[C:2]([NH:25][C:26]2[CH:36]=[CH:35][C:29]3[S:30][CH2:31][C:32](=[O:34])[NH:33][C:28]=3[CH:27]=2)[C:3]2[NH:15][N:14]=[CH:13][C:4]=2[N:5]=1. Reactant: Cl[C:2]1[C:3]2[C:4](=[CH:13][N:14](CC3C=CC(OC)=CC=3)[N:15]=2)[N:5]=[C:6]([C:8]2[S:9][CH:10]=[CH:11][CH:12]=2)[N:7]=1.[NH2:25][C:26]1[CH:36]=[CH:35][C:29]2[S:30][CH2:31][C:32](=[O:34])[NH:33][C:28]=2[CH:27]=1.Cl. (3) Reactant: [C:1](#[N:3])[CH3:2].C([Li])(C)(C)C.[CH:9]1[C:18]2[C:13](=[CH:14][C:15]([C:19]([O:21]C)=O)=[CH:16][CH:17]=2)[CH:12]=[CH:11][N:10]=1. Product: [CH:9]1[C:18]2[C:13](=[CH:14][C:15]([C:19](=[O:21])[CH2:2][C:1]#[N:3])=[CH:16][CH:17]=2)[CH:12]=[CH:11][N:10]=1. The catalyst class is: 1. (4) Reactant: [CH2:1]([N:8]1[CH2:13][CH2:12][CH:11]([CH2:14][N:15]([C@@H:22]2[CH2:24][C@H:23]2[C:25]2[CH:33]=[CH:32][C:28]([C:29]([OH:31])=[O:30])=[CH:27][CH:26]=2)C(=O)C(F)(F)F)[CH2:10][CH2:9]1)[C:2]1[CH:7]=[CH:6][CH:5]=[CH:4][CH:3]=1.[OH-].[Na+]. Product: [CH2:1]([N:8]1[CH2:13][CH2:12][CH:11]([CH2:14][NH:15][C@@H:22]2[CH2:24][C@H:23]2[C:25]2[CH:26]=[CH:27][C:28]([C:29]([OH:31])=[O:30])=[CH:32][CH:33]=2)[CH2:10][CH2:9]1)[C:2]1[CH:7]=[CH:6][CH:5]=[CH:4][CH:3]=1. The catalyst class is: 5. (5) Reactant: [CH3:1][CH:2]([C:4]1[C:8]([CH2:9][C:10]([O:12]C(C)(C)C)=[O:11])=[C:7]([CH:17]([CH3:19])[CH3:18])[O:6][N:5]=1)[CH3:3].FC(F)(F)C(O)=O. Product: [CH3:3][CH:2]([C:4]1[C:8]([CH2:9][C:10]([OH:12])=[O:11])=[C:7]([CH:17]([CH3:19])[CH3:18])[O:6][N:5]=1)[CH3:1]. The catalyst class is: 4. (6) Reactant: [N:1]1([C:7]([O:9][C:10]([CH3:13])([CH3:12])[CH3:11])=[O:8])[CH2:6][CH2:5][NH:4][CH2:3][CH2:2]1.Br[C:15]1[CH:20]=[N:19][C:18]([I:21])=[CH:17][N:16]=1. Product: [I:21][C:18]1[N:19]=[CH:20][C:15]([N:4]2[CH2:5][CH2:6][N:1]([C:7]([O:9][C:10]([CH3:13])([CH3:12])[CH3:11])=[O:8])[CH2:2][CH2:3]2)=[N:16][CH:17]=1. The catalyst class is: 107.